This data is from Catalyst prediction with 721,799 reactions and 888 catalyst types from USPTO. The task is: Predict which catalyst facilitates the given reaction. (1) Reactant: [NH2:1][C@H:2]1[CH2:7][CH2:6][C@H:5]([NH:8][C:9]2[CH:14]=[C:13]([C:15]3[CH:20]=[CH:19][C:18]([F:21])=[C:17]([NH:22][CH2:23][C:24]4(C)[CH2:29][CH2:28][O:27][CH2:26][CH2:25]4)[N:16]=3)[C:12]([Cl:31])=[CH:11][N:10]=2)[CH2:4][CH2:3]1.[CH3:32][C:33]1([CH:38]=O)[O:37][CH2:36][CH2:35][O:34]1.C(O[BH-](OC(=O)C)OC(=O)C)(=O)C.[Na+]. Product: [Cl:31][C:12]1[C:13]([C:15]2[CH:20]=[CH:19][C:18]([F:21])=[C:17]([NH:22][CH2:23][CH:24]3[CH2:25][CH2:26][O:27][CH2:28][CH2:29]3)[N:16]=2)=[CH:14][C:9]([NH:8][C@H:5]2[CH2:6][CH2:7][C@H:2]([NH:1][CH2:32][C:33]3([CH3:38])[O:37][CH2:36][CH2:35][O:34]3)[CH2:3][CH2:4]2)=[N:10][CH:11]=1. The catalyst class is: 34. (2) Reactant: [C:1]1([N:7]2[N:11]=[N:10][C:9]([C:12]([OH:14])=O)=[N:8]2)[CH:6]=[CH:5][CH:4]=[CH:3][CH:2]=1.[N:15]1[CH:16]=[CH:17][N:18]2[CH:23]=[CH:22][N:21]=[C:20]([N:24]3[CH2:28][CH2:27][C@H:26]([NH2:29])[CH2:25]3)[C:19]=12.C(N(CC)CC)C.CN(C(ON1N=NC2C=CC=NC1=2)=[N+](C)C)C.F[P-](F)(F)(F)(F)F. Product: [N:15]1[CH:16]=[CH:17][N:18]2[CH:23]=[CH:22][N:21]=[C:20]([N:24]3[CH2:28][CH2:27][C@H:26]([NH:29][C:12]([C:9]4[N:10]=[N:11][N:7]([C:1]5[CH:2]=[CH:3][CH:4]=[CH:5][CH:6]=5)[N:8]=4)=[O:14])[CH2:25]3)[C:19]=12. The catalyst class is: 16.